Dataset: Full USPTO retrosynthesis dataset with 1.9M reactions from patents (1976-2016). Task: Predict the reactants needed to synthesize the given product. (1) Given the product [O:10]1[CH2:14][CH2:13][O:12][CH:11]1[CH2:15][CH2:16][CH2:17][CH2:18][CH2:19][O:20][C:21]1[CH:22]=[C:23]([CH:24]([C:4]2[CH:5]=[CH:6][CH:7]=[C:2]([F:1])[CH:3]=2)[OH:25])[CH:26]=[CH:27][CH:28]=1, predict the reactants needed to synthesize it. The reactants are: [F:1][C:2]1[CH:3]=[C:4]([Mg]Br)[CH:5]=[CH:6][CH:7]=1.[O:10]1[CH2:14][CH2:13][O:12][CH:11]1[CH2:15][CH2:16][CH2:17][CH2:18][CH2:19][O:20][C:21]1[CH:22]=[C:23]([CH:26]=[CH:27][CH:28]=1)[CH:24]=[O:25].O1CCOC1CCCCCCCCOC1C=C(C=CC=1)C=O. (2) Given the product [NH2:19][C:17]1[CH:16]=[CH:15][N:14]=[C:13]([N:7]2[CH2:8][C@H:3]([F:2])[C@H:4]([OH:11])[C:5]([CH3:10])([CH3:9])[CH2:6]2)[N:18]=1, predict the reactants needed to synthesize it. The reactants are: Cl.[F:2][C@H:3]1[CH2:8][NH:7][CH2:6][C:5]([CH3:10])([CH3:9])[C@H:4]1[OH:11].Cl[C:13]1[N:18]=[C:17]([NH2:19])[CH:16]=[CH:15][N:14]=1.C(=O)([O-])[O-].[K+].[K+].